Dataset: Peptide-MHC class I binding affinity with 185,985 pairs from IEDB/IMGT. Task: Regression. Given a peptide amino acid sequence and an MHC pseudo amino acid sequence, predict their binding affinity value. This is MHC class I binding data. (1) The peptide sequence is KLKHRDGFTK. The MHC is HLA-A31:01 with pseudo-sequence HLA-A31:01. The binding affinity (normalized) is 0.391. (2) The peptide sequence is FTGWRDPGL. The MHC is HLA-A02:12 with pseudo-sequence HLA-A02:12. The binding affinity (normalized) is 0.0847. (3) The binding affinity (normalized) is 0.685. The MHC is HLA-B07:02 with pseudo-sequence HLA-B07:02. The peptide sequence is MPVMKRYSA. (4) The peptide sequence is IVNEHDIKY. The MHC is HLA-A11:01 with pseudo-sequence HLA-A11:01. The binding affinity (normalized) is 0.589.